Dataset: Reaction yield outcomes from USPTO patents with 853,638 reactions. Task: Predict the reaction yield, written as a fraction of the theoretical maximum amount of product (1.0 means a 100% yield; for example, 0.34 means a 34% yield). The yield is 0.720. The reactants are [Cl:1][C:2]1[CH:10]=[C:9]2[C:5]([CH:6]=[C:7]([C:11]([N:13]3[CH2:18][CH2:17][NH:16][CH2:15][CH2:14]3)=[O:12])[NH:8]2)=[CH:4][C:3]=1[O:19][CH:20]1[CH2:25][CH2:24][N:23]([CH:26]([CH3:28])[CH3:27])[CH2:22][CH2:21]1.[CH3:29][S:30](Cl)(=[O:32])=[O:31]. The product is [Cl:1][C:2]1[CH:10]=[C:9]2[C:5]([CH:6]=[C:7]([C:11]([N:13]3[CH2:18][CH2:17][N:16]([S:30]([CH3:29])(=[O:32])=[O:31])[CH2:15][CH2:14]3)=[O:12])[NH:8]2)=[CH:4][C:3]=1[O:19][CH:20]1[CH2:21][CH2:22][N:23]([CH:26]([CH3:28])[CH3:27])[CH2:24][CH2:25]1. No catalyst specified.